This data is from Peptide-MHC class I binding affinity with 185,985 pairs from IEDB/IMGT. The task is: Regression. Given a peptide amino acid sequence and an MHC pseudo amino acid sequence, predict their binding affinity value. This is MHC class I binding data. (1) The peptide sequence is HSYPFSPL. The MHC is H-2-Kb with pseudo-sequence H-2-Kb. The binding affinity (normalized) is 0.757. (2) The peptide sequence is IHDFVDKTL. The MHC is HLA-B18:01 with pseudo-sequence HLA-B18:01. The binding affinity (normalized) is 0.0847. (3) The peptide sequence is LFLPKLVVG. The MHC is HLA-A24:02 with pseudo-sequence HLA-A24:02. The binding affinity (normalized) is 0.320. (4) The peptide sequence is LMVDSFDPV. The MHC is HLA-A02:02 with pseudo-sequence HLA-A02:02. The binding affinity (normalized) is 0.979.